Dataset: Peptide-MHC class I binding affinity with 185,985 pairs from IEDB/IMGT. Task: Regression. Given a peptide amino acid sequence and an MHC pseudo amino acid sequence, predict their binding affinity value. This is MHC class I binding data. The peptide sequence is QQLLALADR. The MHC is HLA-B27:05 with pseudo-sequence HLA-B27:05. The binding affinity (normalized) is 0.115.